Task: Predict the reactants needed to synthesize the given product.. Dataset: Full USPTO retrosynthesis dataset with 1.9M reactions from patents (1976-2016) The reactants are: [F:1][C:2]1[CH:16]=[CH:15][C:5]([CH2:6][O:7][C:8]2[CH:13]=[CH:12][NH:11][C:10](=[O:14])[CH:9]=2)=[CH:4][CH:3]=1.[Br:17]Br. Given the product [Br:17][C:9]1[C:10](=[O:14])[NH:11][CH:12]=[CH:13][C:8]=1[O:7][CH2:6][C:5]1[CH:15]=[CH:16][C:2]([F:1])=[CH:3][CH:4]=1, predict the reactants needed to synthesize it.